Task: Predict the product of the given reaction.. Dataset: Forward reaction prediction with 1.9M reactions from USPTO patents (1976-2016) (1) Given the reactants [Cl:1][C:2]1[CH:7]=[CH:6][C:5]([C@H:8]2[N:15]3[C:11]([S:12][C:13]([C:19]([N:21]4[CH2:28][CH2:27][CH2:26][C@H:22]4[C:23](O)=[O:24])=[O:20])=[C:14]3[CH:16]([CH3:18])[CH3:17])=[N:10][C@:9]2([C:30]2[CH:35]=[CH:34][C:33]([Cl:36])=[CH:32][CH:31]=2)[CH3:29])=[CH:4][CH:3]=1.[CH:37]1([N:40]2[CH2:45][CH2:44][NH:43][CH2:42][CH2:41]2)[CH2:39][CH2:38]1, predict the reaction product. The product is: [Cl:1][C:2]1[CH:3]=[CH:4][C:5]([C@H:8]2[N:15]3[C:11]([S:12][C:13]([C:19]([N:21]4[CH2:28][CH2:27][CH2:26][C@H:22]4[C:23]([N:43]4[CH2:44][CH2:45][N:40]([CH:37]5[CH2:39][CH2:38]5)[CH2:41][CH2:42]4)=[O:24])=[O:20])=[C:14]3[CH:16]([CH3:17])[CH3:18])=[N:10][C@:9]2([C:30]2[CH:31]=[CH:32][C:33]([Cl:36])=[CH:34][CH:35]=2)[CH3:29])=[CH:6][CH:7]=1. (2) Given the reactants OC(C(F)(F)F)=O.[NH:8]1[CH2:11][CH:10]([NH:12][C:13](=[O:31])[CH2:14][NH:15][C:16]2[C:24]3[C:19](=[CH:20][CH:21]=[C:22]([C:25]([F:28])([F:27])[F:26])[CH:23]=3)[N:18]([CH2:29][CH3:30])[N:17]=2)[CH2:9]1.[OH:32][C:33]1([C:40]2[S:44][C:43]([CH3:45])=[N:42][CH:41]=2)[CH2:38][CH2:37][C:36](=O)[CH2:35][CH2:34]1, predict the reaction product. The product is: [CH2:29]([N:18]1[C:19]2[C:24](=[CH:23][C:22]([C:25]([F:27])([F:26])[F:28])=[CH:21][CH:20]=2)[C:16]([NH:15][CH2:14][C:13]([NH:12][CH:10]2[CH2:9][N:8]([CH:36]3[CH2:35][CH2:34][C:33]([OH:32])([C:40]4[S:44][C:43]([CH3:45])=[N:42][CH:41]=4)[CH2:38][CH2:37]3)[CH2:11]2)=[O:31])=[N:17]1)[CH3:30]. (3) Given the reactants [N:1]1[CH:6]=[CH:5][CH:4]=[CH:3][C:2]=1[C:7]#[C:8][CH2:9][CH2:10][NH2:11].Cl[C:13]1[S:14][C:15]2[CH:21]=[CH:20][CH:19]=[CH:18][C:16]=2[N:17]=1.CCN(C(C)C)C(C)C, predict the reaction product. The product is: [N:1]1[CH:6]=[CH:5][CH:4]=[CH:3][C:2]=1[C:7]#[C:8][CH2:9][CH2:10][NH:11][C:13]1[S:14][C:15]2[CH:21]=[CH:20][CH:19]=[CH:18][C:16]=2[N:17]=1. (4) The product is: [Cl:1][C:2]1[C:3]([O:4][CH2:5][CH2:6][CH2:7][Si:8]([CH3:9])([CH3:11])[CH3:10])=[CH:12][C:13]([CH3:19])=[C:14]([NH:16][C:17](=[S:18])[N:22]([CH2:20][CH3:21])[CH3:23])[CH:15]=1. Given the reactants [Cl:1][C:2]1[CH:15]=[C:14]([N:16]=[C:17]=[S:18])[C:13]([CH3:19])=[CH:12][C:3]=1[O:4][CH2:5][CH2:6][CH2:7][Si:8]([CH3:11])([CH3:10])[CH3:9].[CH2:20]([NH:22][CH3:23])[CH3:21], predict the reaction product. (5) Given the reactants [NH2:1][C:2]1[CH:7]=[CH:6][C:5]([CH2:8][C:9]([O:11][CH3:12])=[O:10])=[C:4]([F:13])[C:3]=1[OH:14].[F:15][C:16]1[CH:17]=[CH:18][C:19]([CH3:25])=[C:20]([N:22]=[C:23]=S)[CH:21]=1, predict the reaction product. The product is: [F:15][C:16]1[CH:17]=[CH:18][C:19]([CH3:25])=[C:20]([NH:22][C:23]2[O:14][C:3]3[C:4]([F:13])=[C:5]([CH2:8][C:9]([O:11][CH3:12])=[O:10])[CH:6]=[CH:7][C:2]=3[N:1]=2)[CH:21]=1. (6) Given the reactants [CH3:1][O:2][C:3]1[CH:4]=[C:5]([N:11]2[CH2:16][C:15]3[CH:17]=[N:18][C:19]4[N:23](S(C5C=CC=CC=5)(=O)=O)[C:22]([C:33]([OH:35])=[O:34])=[CH:21][C:20]=4[C:14]=3[N:13]([CH3:36])[C:12]2=[O:37])[CH:6]=[C:7]([O:9][CH3:10])[CH:8]=1.CC(C)([O-])C.[K+].Cl, predict the reaction product. The product is: [CH3:1][O:2][C:3]1[CH:4]=[C:5]([N:11]2[CH2:16][C:15]3[CH:17]=[N:18][C:19]4[NH:23][C:22]([C:33]([OH:35])=[O:34])=[CH:21][C:20]=4[C:14]=3[N:13]([CH3:36])[C:12]2=[O:37])[CH:6]=[C:7]([O:9][CH3:10])[CH:8]=1. (7) Given the reactants [Cl:1][C:2]1[CH:7]=[C:6]([O:8][C:9]2[CH:14]=[CH:13][C:12]([Cl:15])=[CH:11][CH:10]=2)[CH:5]=[CH:4][C:3]=1[C:16]([OH:26])([CH:23]([CH3:25])[CH3:24])[CH2:17][N:18]1[CH:22]=[N:21][CH:20]=[N:19]1.[H-].[Na+].[CH2:29](I)[CH3:30].[Cl-].[NH4+], predict the reaction product. The product is: [Cl:1][C:2]1[CH:7]=[C:6]([O:8][C:9]2[CH:10]=[CH:11][C:12]([Cl:15])=[CH:13][CH:14]=2)[CH:5]=[CH:4][C:3]=1[C:16]([O:26][CH2:29][CH3:30])([CH:23]([CH3:24])[CH3:25])[CH2:17][N:18]1[CH:22]=[N:21][CH:20]=[N:19]1. (8) Given the reactants Cl.[O:2]=[C:3]1[C:8]([C:9]([O:11][CH2:12][CH3:13])=[O:10])=[CH:7][CH:6]=[CH:5][NH:4]1.Br[C:15]1[CH:20]=[CH:19][C:18]([C:21]2[CH:26]=[CH:25][CH:24]=[CH:23][CH:22]=2)=[CH:17][CH:16]=1.CNCCNC.[O-]P([O-])([O-])=O.[K+].[K+].[K+], predict the reaction product. The product is: [C:18]1([C:21]2[CH:22]=[CH:23][CH:24]=[CH:25][CH:26]=2)[CH:19]=[CH:20][C:15]([N:4]2[CH:5]=[CH:6][CH:7]=[C:8]([C:9]([O:11][CH2:12][CH3:13])=[O:10])[C:3]2=[O:2])=[CH:16][CH:17]=1. (9) Given the reactants [Cl:1][C:2]1[C:3]([CH:9]=O)=[N:4][CH:5]=[C:6]([Cl:8])[N:7]=1.[CH2:11]([NH:18][CH2:19][C@@H:20]([OH:22])[CH3:21])[C:12]1[CH:17]=[CH:16][CH:15]=[CH:14][CH:13]=1.C(O[BH-](OC(=O)C)OC(=O)C)(=O)C.[Na+].C(=O)([O-])O.[Na+], predict the reaction product. The product is: [CH2:11]([N:18]([CH2:9][C:3]1[C:2]([Cl:1])=[N:7][C:6]([Cl:8])=[CH:5][N:4]=1)[CH2:19][C@@H:20]([OH:22])[CH3:21])[C:12]1[CH:17]=[CH:16][CH:15]=[CH:14][CH:13]=1.